From a dataset of NCI-60 drug combinations with 297,098 pairs across 59 cell lines. Regression. Given two drug SMILES strings and cell line genomic features, predict the synergy score measuring deviation from expected non-interaction effect. (1) Drug 1: CC12CCC(CC1=CCC3C2CCC4(C3CC=C4C5=CN=CC=C5)C)O. Drug 2: CC1CCC2CC(C(=CC=CC=CC(CC(C(=O)C(C(C(=CC(C(=O)CC(OC(=O)C3CCCCN3C(=O)C(=O)C1(O2)O)C(C)CC4CCC(C(C4)OC)OCCO)C)C)O)OC)C)C)C)OC. Cell line: T-47D. Synergy scores: CSS=20.5, Synergy_ZIP=1.72, Synergy_Bliss=3.59, Synergy_Loewe=1.07, Synergy_HSA=5.34. (2) Drug 1: CC12CCC3C(C1CCC2=O)CC(=C)C4=CC(=O)C=CC34C. Drug 2: CCCCCOC(=O)NC1=NC(=O)N(C=C1F)C2C(C(C(O2)C)O)O. Cell line: KM12. Synergy scores: CSS=42.8, Synergy_ZIP=-0.0924, Synergy_Bliss=-3.59, Synergy_Loewe=-24.1, Synergy_HSA=-3.16. (3) Drug 1: C1=NC2=C(N1)C(=S)N=CN2. Drug 2: C1=NNC2=C1C(=O)NC=N2. Cell line: NCI-H522. Synergy scores: CSS=47.8, Synergy_ZIP=0.249, Synergy_Bliss=2.05, Synergy_Loewe=-30.4, Synergy_HSA=0.863. (4) Cell line: T-47D. Drug 1: CC12CCC3C(C1CCC2OP(=O)(O)O)CCC4=C3C=CC(=C4)OC(=O)N(CCCl)CCCl.[Na+]. Drug 2: N.N.Cl[Pt+2]Cl. Synergy scores: CSS=34.0, Synergy_ZIP=-5.66, Synergy_Bliss=1.38, Synergy_Loewe=4.41, Synergy_HSA=4.51. (5) Drug 1: COC1=CC(=CC(=C1O)OC)C2C3C(COC3=O)C(C4=CC5=C(C=C24)OCO5)OC6C(C(C7C(O6)COC(O7)C8=CC=CS8)O)O. Drug 2: C1=C(C(=O)NC(=O)N1)N(CCCl)CCCl. Cell line: MDA-MB-231. Synergy scores: CSS=38.8, Synergy_ZIP=-9.28, Synergy_Bliss=-2.29, Synergy_Loewe=-4.02, Synergy_HSA=3.72. (6) Drug 1: CS(=O)(=O)C1=CC(=C(C=C1)C(=O)NC2=CC(=C(C=C2)Cl)C3=CC=CC=N3)Cl. Drug 2: CC1=C(C(=CC=C1)Cl)NC(=O)C2=CN=C(S2)NC3=CC(=NC(=N3)C)N4CCN(CC4)CCO. Cell line: LOX IMVI. Synergy scores: CSS=34.8, Synergy_ZIP=-0.401, Synergy_Bliss=11.3, Synergy_Loewe=4.17, Synergy_HSA=13.5. (7) Drug 1: C1CN1P(=S)(N2CC2)N3CC3. Drug 2: C1CN(P(=O)(OC1)NCCCl)CCCl. Cell line: A549. Synergy scores: CSS=23.5, Synergy_ZIP=-9.91, Synergy_Bliss=-1.51, Synergy_Loewe=-27.3, Synergy_HSA=-1.94.